Task: Predict the reactants needed to synthesize the given product.. Dataset: Full USPTO retrosynthesis dataset with 1.9M reactions from patents (1976-2016) (1) Given the product [CH3:57][O:58][C:59]1[CH:60]=[CH:61][C:62]2[CH2:63][O:85][C:65](=[O:2])[N:66]([CH2:69][CH2:70][N:71]3[CH2:72][CH2:73][CH:74]([NH:77][C:78](=[O:84])[O:79][C:80]([CH3:83])([CH3:82])[CH3:81])[CH2:75][CH2:76]3)[C:67]=2[CH:68]=1, predict the reactants needed to synthesize it. The reactants are: C[O:2]C1C=C2C(C=CC(=O)N2)=CC=1.C[Si]([N-][Si](C)(C)C)(C)C.[Li+].FC1C=C2C(C=CC(=O)N2CCN2CCC(NCC3C=CC4OCC(=O)NC=4N=3)CC2)=CC=1.[CH3:57][O:58][C:59]1[CH:68]=[C:67]2[C:62]([CH:63]=C[C:65](=[O:85])[N:66]2[CH2:69][CH2:70][N:71]2[CH2:76][CH2:75][CH:74]([NH:77][C:78](=[O:84])[O:79][C:80]([CH3:83])([CH3:82])[CH3:81])[CH2:73][CH2:72]2)=[CH:61][CH:60]=1. (2) Given the product [Cl-:1].[Cr+3:2].[NH:26]1[C:30]2[CH:31]=[CH:32][CH:33]=[CH:34][C:29]=2[N:28]=[C:27]1[CH2:35][N:36]([CH2:43][C:44]1[NH:45][C:46]2[CH:52]=[CH:51][CH:50]=[CH:49][C:47]=2[N:48]=1)[C:37]1[CH:38]=[CH:39][CH:40]=[CH:41][CH:42]=1.[Cl-:1].[Cl-:1], predict the reactants needed to synthesize it. The reactants are: [Cl-:1].[Cr+3:2].N1C2C=CC=CC=2N=C1CNCC1NC2C=CC=CC=2N=1.[Cl-].[Cl-].[NH:26]1[C:30]2[CH:31]=[CH:32][CH:33]=[CH:34][C:29]=2[N:28]=[C:27]1[CH2:35][N:36]([CH2:43][C:44]1[NH:48][C:47]2[CH:49]=[CH:50][CH:51]=[CH:52][C:46]=2[N:45]=1)[C:37]1[CH:42]=[CH:41][CH:40]=[CH:39][CH:38]=1.[K+].[Br-]. (3) Given the product [CH2:12]([N:19]([C:25]([C:27]1[CH:32]=[CH:31][CH:30]=[C:29]([C:33]2[S:4][C:3]3[CH:5]=[CH:6][CH:7]=[CH:8][C:2]=3[C:1](=[O:10])[N:34]=2)[N:28]=1)=[O:26])[C:20]([N:22]([CH3:24])[CH3:23])=[O:21])[C:13]1[CH:14]=[CH:15][CH:16]=[CH:17][CH:18]=1, predict the reactants needed to synthesize it. The reactants are: [C:1]([O:10]C)(=O)[C:2]1[C:3](=[CH:5][CH:6]=[CH:7][CH:8]=1)[SH:4].[CH2:12]([N:19]([C:25]([C:27]1[CH:32]=[CH:31][CH:30]=[C:29]([C:33]#[N:34])[N:28]=1)=[O:26])[C:20]([N:22]([CH3:24])[CH3:23])=[O:21])[C:13]1[CH:18]=[CH:17][CH:16]=[CH:15][CH:14]=1.C(N(CC)CC)C. (4) Given the product [Cl:1][C:2]1[N:7]=[C:6]([Cl:8])[C:5]([NH:9][CH:11]([CH3:13])[CH3:10])=[CH:4][N:3]=1, predict the reactants needed to synthesize it. The reactants are: [Cl:1][C:2]1[N:7]=[C:6]([Cl:8])[C:5]([NH2:9])=[CH:4][N:3]=1.[CH3:10][C:11]([CH3:13])=O.C([BH3-])#N.[Na+].